Regression/Classification. Given an antibody's heavy chain and light chain sequences, predict its developability. TAP uses regression for 5 developability metrics; SAbDab uses binary classification. From a dataset of Antibody developability classification from SAbDab with 2,409 antibodies. (1) The antibody is ['EVKLVESGGGLVKPGGSLKLSCAASGFTFSNYAMSWVRQTPEKRLEWVVSISSGGSIYYLDSVKGRFTVSRDNARNILYLQMTSLRSEDTAMYFCARVSHYDGSRDWYFDVWGAGTSVTVSS', 'DVLMTQTPLSLPVSLGDQASISCRSSQTIVHSNGDTYLDWFLQKPGQSPKLLIYKVSNRFSGVPDRFSGSGSGTDFTLKISRVEAEDLGVYYCFQGSHVPPTFGGGTKLEIK']. Result: 0 (not developable). (2) The antibody is ['EVHLSQSGAAVTKPGASVRVSCEASGYKISDHFIHWWRQAPGQGLQWVGWINPKTGQPNNARQFQGRVSLTRQASWDFDTYSFYMDLKAVRSDDTAIYFCARQRSDFWDFDVWGSGTQVTVSS', 'DIQMTQSPSSLSARVGDTVTITCQANGYLNWYQQRRGKAPKLLIYDGSKLERGVPARFSGRRWGQEYNLTINNLQPEDVATYFCQVYEFIVPGTRLDLK']. Result: 1 (developable).